From a dataset of Forward reaction prediction with 1.9M reactions from USPTO patents (1976-2016). Predict the product of the given reaction. (1) Given the reactants [ClH:1].C(O)=O.[CH3:5][N:6]([CH3:54])[C:7]1[CH:8]=[CH:9][C:10]([CH3:53])=[C:11]([C:13]2[CH:18]=[CH:17][C:16]([CH2:19][C@H:20]([NH:35][C:36]([C@H:38]3[CH2:43][CH2:42][C@H:41]([CH2:44][NH:45]C(=O)OC(C)(C)C)[CH2:40][CH2:39]3)=[O:37])[C:21](=[O:34])[NH:22][C:23]3[CH:28]=[CH:27][C:26]([C:29]4[NH:33][N:32]=[N:31][N:30]=4)=[CH:25][CH:24]=3)=[CH:15][CH:14]=2)[CH:12]=1.C(#N)C, predict the reaction product. The product is: [ClH:1].[NH2:45][CH2:44][C@H:41]1[CH2:42][CH2:43][C@H:38]([C:36]([NH:35][C@@H:20]([CH2:19][C:16]2[CH:15]=[CH:14][C:13]([C:11]3[CH:12]=[C:7]([N:6]([CH3:5])[CH3:54])[CH:8]=[CH:9][C:10]=3[CH3:53])=[CH:18][CH:17]=2)[C:21](=[O:34])[NH:22][C:23]2[CH:24]=[CH:25][C:26]([C:29]3[NH:33][N:32]=[N:31][N:30]=3)=[CH:27][CH:28]=2)=[O:37])[CH2:39][CH2:40]1. (2) Given the reactants Cl[C:2]1[C:3](=[O:14])[C:4]2[C:9]([C:10](=[O:13])[C:11]=1[Cl:12])=[CH:8][CH:7]=[CH:6][CH:5]=2.[Cl:15][C:16]1[CH:21]=[CH:20][C:19]([C@H:22]2[CH2:27][CH2:26][C@H:25](C(O)=O)[CH2:24][CH2:23]2)=[CH:18][CH:17]=1.S(OOS([O-])(=O)=O)([O-])(=O)=O.[NH4+].[NH4+], predict the reaction product. The product is: [Cl:15][C:16]1[CH:21]=[CH:20][C:19]([CH:22]2[CH2:27][CH2:26][CH:25]([C:2]3[C:3](=[O:14])[C:4]4[C:9]([C:10](=[O:13])[C:11]=3[Cl:12])=[CH:8][CH:7]=[CH:6][CH:5]=4)[CH2:24][CH2:23]2)=[CH:18][CH:17]=1. (3) Given the reactants Br[C:2]1[C:3]([NH2:29])=[N:4][CH:5]=[N:6][C:7]=1[N:8]1[CH2:13][CH2:12][N:11]([CH:14]([C:19]2[CH:24]=[CH:23][C:22]([C:25]([F:28])([F:27])[F:26])=[CH:21][CH:20]=2)[CH2:15][N:16]([CH3:18])[CH3:17])[CH2:10][CH2:9]1.[C:30]1([CH3:36])C=CC=C[CH:31]=1.O.C1([B-](F)(F)F)CC1.[K+].C(=O)([O-])[O-].[Cs+].[Cs+].C1(P(C2C=CC=CC=2)C2C3OC4C(=CC=CC=4P(C4C=CC=CC=4)C4C=CC=CC=4)C(C)(C)C=3C=CC=2)C=CC=CC=1, predict the reaction product. The product is: [CH:36]1([C:2]2[C:3]([NH2:29])=[N:4][CH:5]=[N:6][C:7]=2[N:8]2[CH2:13][CH2:12][N:11]([CH:14]([C:19]3[CH:24]=[CH:23][C:22]([C:25]([F:28])([F:27])[F:26])=[CH:21][CH:20]=3)[CH2:15][N:16]([CH3:18])[CH3:17])[CH2:10][CH2:9]2)[CH2:30][CH2:31]1. (4) Given the reactants [CH3:1][C:2]1([CH3:12])[O:6][C@@H:5]([CH2:7][C:8]([OH:10])=[O:9])[C:4](=[O:11])[O:3]1.C(O)(=O)[C@H](CC(O)=O)O.N1C=CN=C1.[Si:27](Cl)([C:30]([CH3:33])([CH3:32])[CH3:31])([CH3:29])[CH3:28], predict the reaction product. The product is: [CH3:1][C:2]1([CH3:12])[O:6][CH:5]([CH2:7][C:8]([O:10][Si:27]([C:30]([CH3:33])([CH3:32])[CH3:31])([CH3:29])[CH3:28])=[O:9])[C:4](=[O:11])[O:3]1.